Regression. Given two drug SMILES strings and cell line genomic features, predict the synergy score measuring deviation from expected non-interaction effect. From a dataset of NCI-60 drug combinations with 297,098 pairs across 59 cell lines. (1) Drug 1: CCC1(CC2CC(C3=C(CCN(C2)C1)C4=CC=CC=C4N3)(C5=C(C=C6C(=C5)C78CCN9C7C(C=CC9)(C(C(C8N6C)(C(=O)OC)O)OC(=O)C)CC)OC)C(=O)OC)O.OS(=O)(=O)O. Drug 2: CN(C(=O)NC(C=O)C(C(C(CO)O)O)O)N=O. Cell line: SN12C. Synergy scores: CSS=-1.73, Synergy_ZIP=-0.0632, Synergy_Bliss=-1.79, Synergy_Loewe=-0.527, Synergy_HSA=-2.81. (2) Drug 1: C1=CC(=C2C(=C1NCCNCCO)C(=O)C3=C(C=CC(=C3C2=O)O)O)NCCNCCO. Drug 2: CS(=O)(=O)OCCCCOS(=O)(=O)C. Cell line: NCI-H226. Synergy scores: CSS=40.4, Synergy_ZIP=-2.50, Synergy_Bliss=-3.48, Synergy_Loewe=-49.4, Synergy_HSA=-1.72. (3) Drug 1: CN(C(=O)NC(C=O)C(C(C(CO)O)O)O)N=O. Drug 2: CC12CCC3C(C1CCC2OP(=O)(O)O)CCC4=C3C=CC(=C4)OC(=O)N(CCCl)CCCl.[Na+]. Cell line: T-47D. Synergy scores: CSS=7.96, Synergy_ZIP=-2.83, Synergy_Bliss=1.37, Synergy_Loewe=-0.742, Synergy_HSA=-0.885. (4) Drug 1: C1=C(C(=O)NC(=O)N1)F. Drug 2: C1CC(=O)NC(=O)C1N2C(=O)C3=CC=CC=C3C2=O. Cell line: IGROV1. Synergy scores: CSS=37.5, Synergy_ZIP=9.91, Synergy_Bliss=9.51, Synergy_Loewe=7.31, Synergy_HSA=9.25.